From a dataset of Catalyst prediction with 721,799 reactions and 888 catalyst types from USPTO. Predict which catalyst facilitates the given reaction. (1) Reactant: C(Cl)(=O)C(Cl)=O.CS(C)=O.[Br:11][C:12]1[CH:19]=[CH:18][C:15]([CH2:16][OH:17])=[C:14]([CH3:20])[CH:13]=1.C(N(CC)CC)C. Product: [Br:11][C:12]1[CH:19]=[CH:18][C:15]([CH:16]=[O:17])=[C:14]([CH3:20])[CH:13]=1. The catalyst class is: 4. (2) Reactant: [S:1]1[C:5]2[CH:6]=[CH:7][CH:8]=[CH:9][C:4]=2[N:3]=[C:2]1[C:10](=[CH:13][N:14]([CH3:16])C)[C:11]#[N:12].C([N:19](CC)CC)C.S(O)(O)(=O)=O.CNN. Product: [S:1]1[C:5]2[CH:6]=[CH:7][CH:8]=[CH:9][C:4]=2[N:3]=[C:2]1[C:10]1[CH:11]=[N:12][N:14]([CH3:16])[C:13]=1[NH2:19]. The catalyst class is: 14. (3) Reactant: [N:1]1[C:10]2[C:5](=[CH:6][C:7]([C:11]3([C:14]4[N:18]5[N:19]=[C:20]([C:23]6[CH:31]=[CH:30][C:26]([C:27]([OH:29])=O)=[CH:25][CH:24]=6)[CH:21]=[N:22][C:17]5=[N:16][N:15]=4)[CH2:13][CH2:12]3)=[CH:8][CH:9]=2)[CH:4]=[CH:3][CH:2]=1.[NH2:32][C@@H:33]([CH3:37])[C:34]([NH2:36])=[O:35].F[P-](F)(F)(F)(F)F.N1(O[P+](N(C)C)(N(C)C)N(C)C)C2C=CC=CC=2N=N1.C(N(CC)C(C)C)(C)C. Product: [NH2:36][C:34](=[O:35])[C@@H:33]([NH:32][C:27](=[O:29])[C:26]1[CH:30]=[CH:31][C:23]([C:20]2[CH:21]=[N:22][C:17]3[N:18]([C:14]([C:11]4([C:7]5[CH:6]=[C:5]6[C:10](=[CH:9][CH:8]=5)[N:1]=[CH:2][CH:3]=[CH:4]6)[CH2:12][CH2:13]4)=[N:15][N:16]=3)[N:19]=2)=[CH:24][CH:25]=1)[CH3:37]. The catalyst class is: 2. (4) Reactant: O[CH:2]([C:22]1[CH:27]=[CH:26][CH:25]=[CH:24][CH:23]=1)[CH2:3][O:4][C@H:5]1[CH2:10][CH2:9][C@H:8]([N:11]2[C:19](=[O:20])[C:18]3[C:13](=[CH:14][CH:15]=[CH:16][CH:17]=3)[C:12]2=[O:21])[CH2:7][CH2:6]1.C(S(F)(F)([F:34])(CC)N)C. Product: [F:34][CH:2]([C:22]1[CH:27]=[CH:26][CH:25]=[CH:24][CH:23]=1)[CH2:3][O:4][C@H:5]1[CH2:10][CH2:9][C@H:8]([N:11]2[C:19](=[O:20])[C:18]3[C:13](=[CH:14][CH:15]=[CH:16][CH:17]=3)[C:12]2=[O:21])[CH2:7][CH2:6]1. The catalyst class is: 4.